Predict the product of the given reaction. From a dataset of Forward reaction prediction with 1.9M reactions from USPTO patents (1976-2016). (1) Given the reactants [Cl:1][C:2]1[CH:3]=[C:4]([NH:17][C:18]2[C:19]3[C:26]4[CH2:27][NH:28][CH2:29][C:25]=4[S:24][C:20]=3[N:21]=[CH:22][N:23]=2)[CH:5]=[CH:6][C:7]=1[O:8][CH2:9][C:10]1[CH:15]=[CH:14][CH:13]=[C:12]([F:16])[CH:11]=1.Cl.[CH3:31][N:32]([CH3:39])[CH2:33]/[CH:34]=[CH:35]/[C:36](O)=[O:37], predict the reaction product. The product is: [Cl:1][C:2]1[CH:3]=[C:4]([NH:17][C:18]2[C:19]3[C:26]4[CH2:27][N:28]([C:36](=[O:37])/[CH:35]=[CH:34]/[CH2:33][N:32]([CH3:39])[CH3:31])[CH2:29][C:25]=4[S:24][C:20]=3[N:21]=[CH:22][N:23]=2)[CH:5]=[CH:6][C:7]=1[O:8][CH2:9][C:10]1[CH:15]=[CH:14][CH:13]=[C:12]([F:16])[CH:11]=1. (2) The product is: [Br:9][C:10]1[CH:15]=[C:14]([CH2:16][N:1]2[CH2:6][CH2:5][S:4](=[O:8])(=[O:7])[CH2:3][CH2:2]2)[CH:13]=[N:12][CH:11]=1. Given the reactants [NH:1]1[CH2:6][CH2:5][S:4](=[O:8])(=[O:7])[CH2:3][CH2:2]1.[Br:9][C:10]1[CH:11]=[N:12][CH:13]=[C:14]([CH2:16]Cl)[CH:15]=1.[H-].[Na+], predict the reaction product. (3) Given the reactants CC(OI1(OC(C)=O)(OC(C)=O)OC(=O)C2C=CC=CC1=2)=O.[OH:23][CH2:24][C@@H:25]1[CH2:31][C@H:30]2[C@H:28]([CH2:29]2)[CH2:27][N:26]1[C:32]([O:34][C:35]([CH3:38])([CH3:37])[CH3:36])=[O:33], predict the reaction product. The product is: [CH:24]([C@@H:25]1[CH2:31][C@H:30]2[C@H:28]([CH2:29]2)[CH2:27][N:26]1[C:32]([O:34][C:35]([CH3:38])([CH3:37])[CH3:36])=[O:33])=[O:23]. (4) The product is: [CH3:1][NH:2][C@@H:3]([C:12]([NH:14][C@H:15]([C:20]([N:22]([C@@H:24]([CH:33]([CH3:35])[CH3:34])/[CH:25]=[C:26](/[C:27]([OH:29])=[O:28])\[CH3:32])[CH3:23])=[O:21])[C:16]([CH3:19])([CH3:18])[CH3:17])=[O:13])[C:4]([C:7]1[S:8][CH:9]=[CH:10][CH:11]=1)([CH3:5])[CH3:6]. Given the reactants [CH3:1][NH:2][C@@H:3]([C:12]([NH:14][C@H:15]([C:20]([N:22]([C@@H:24]([CH:33]([CH3:35])[CH3:34])/[CH:25]=[C:26](\[CH3:32])/[C:27]([O:29]CC)=[O:28])[CH3:23])=[O:21])[C:16]([CH3:19])([CH3:18])[CH3:17])=[O:13])[C:4]([C:7]1[S:8][CH:9]=[CH:10][CH:11]=1)([CH3:6])[CH3:5].[OH-].[Li+], predict the reaction product. (5) Given the reactants [C:1]([C:4]1[N:5]=[C:6]2[CH:11]=[C:10]([C:12]([NH:14][C:15]3[CH:20]=[CH:19][CH:18]=[CH:17][CH:16]=3)=[O:13])[CH:9]=[C:8]([CH3:21])[N:7]2[C:22]=1[CH2:23][CH:24]1[CH2:29][CH2:28][C:27]([F:31])([F:30])[CH2:26][CH2:25]1)(=[O:3])[CH3:2].[BH4-].[Na+].CC(C)=O.C(=O)([O-])O.[Na+], predict the reaction product. The product is: [F:31][C:27]1([F:30])[CH2:28][CH2:29][CH:24]([CH2:23][C:22]2[N:7]3[C:8]([CH3:21])=[CH:9][C:10]([C:12]([NH:14][C:15]4[CH:16]=[CH:17][CH:18]=[CH:19][CH:20]=4)=[O:13])=[CH:11][C:6]3=[N:5][C:4]=2[CH:1]([OH:3])[CH3:2])[CH2:25][CH2:26]1. (6) The product is: [Cl:8][C:6]1[N:7]=[C:2]([C:35]2[CH:40]=[CH:39][CH:38]=[CH:37][N:36]=2)[C:3](=[O:21])[N:4]([CH2:17][CH:18]([CH3:20])[CH3:19])[C:5]=1[C:9]1[C:14]([F:15])=[CH:13][CH:12]=[CH:11][C:10]=1[F:16]. Given the reactants Cl[C:2]1[C:3](=[O:21])[N:4]([CH2:17][CH:18]([CH3:20])[CH3:19])[C:5]([C:9]2[C:14]([F:15])=[CH:13][CH:12]=[CH:11][C:10]=2[F:16])=[C:6]([Cl:8])[N:7]=1.C([Sn]([C:35]1[CH:40]=[CH:39][CH:38]=[CH:37][N:36]=1)(CCCC)CCCC)CCC, predict the reaction product. (7) The product is: [F:20][C:18]1[CH:19]=[C:14]([C@@H:12]2[CH2:11][NH:10][C:9](=[O:8])[CH2:13]2)[CH:15]=[C:16]([F:22])[C:17]=1[F:21]. Given the reactants C(O)(C(F)(F)F)=O.[O:8]=[C:9]1[CH2:13][C@H:12]([C:14]2[CH:19]=[C:18]([F:20])[C:17]([F:21])=[C:16]([F:22])[CH:15]=2)[CH2:11][N:10]1C(OC(C)(C)C)=O, predict the reaction product.